Dataset: Full USPTO retrosynthesis dataset with 1.9M reactions from patents (1976-2016). Task: Predict the reactants needed to synthesize the given product. (1) Given the product [F:22][C:23]1[CH:30]=[CH:29][C:26]([CH:27]([C:9]2([C:5]3[CH:6]=[CH:7][CH:8]=[C:3]([C:2]([F:1])([F:15])[F:16])[CH:4]=3)[S:10][CH2:11][CH2:12][CH2:13][S:14]2)[OH:28])=[CH:25][CH:24]=1, predict the reactants needed to synthesize it. The reactants are: [F:1][C:2]([F:16])([F:15])[C:3]1[CH:4]=[C:5]([CH:9]2[S:14][CH2:13][CH2:12][CH2:11][S:10]2)[CH:6]=[CH:7][CH:8]=1.[Li]CCCC.[F:22][C:23]1[CH:30]=[CH:29][C:26]([CH:27]=[O:28])=[CH:25][CH:24]=1.[Cl-].[NH4+]. (2) Given the product [C:33]([C:35]1[CH:40]=[CH:39][C:38]([O:5][CH2:6][CH2:7][CH2:8][CH:9]2[CH2:14][CH2:13][N:12]([CH2:15][CH2:16][CH2:17][O:18][C:19]3[CH:24]=[CH:23][C:22]([C:25]#[N:26])=[CH:21][CH:20]=3)[CH2:11][CH2:10]2)=[CH:37][CH:36]=1)#[N:34], predict the reactants needed to synthesize it. The reactants are: CS([O:5][CH2:6][CH2:7][CH2:8][CH:9]1[CH2:14][CH2:13][N:12]([CH2:15][CH2:16][CH2:17][O:18][C:19]2[CH:24]=[CH:23][C:22]([C:25]#[N:26])=[CH:21][CH:20]=2)[CH2:11][CH2:10]1)(=O)=O.C(=O)([O-])[O-].[K+].[K+].[C:33]([C:35]1[CH:40]=[CH:39][C:38](O)=[CH:37][CH:36]=1)#[N:34].O. (3) Given the product [Cl:11][C:10]1[C:6]([C:4](=[O:5])[CH3:17])=[N:7][N:8]([CH2:12][CH:13]([F:15])[F:14])[CH:9]=1, predict the reactants needed to synthesize it. The reactants are: CON(C)[C:4]([C:6]1[C:10]([Cl:11])=[CH:9][N:8]([CH2:12][CH:13]([F:15])[F:14])[N:7]=1)=[O:5].[CH3:17][Mg]Br. (4) Given the product [NH2:4][C:5]1[N:9]([CH2:10][C:11]([OH:13])=[O:12])[N:8]=[C:7]([C:16]2[CH:17]=[N:18][CH:19]=[CH:20][CH:21]=2)[C:6]=1[C:22]#[C:23][C:24]1[CH:29]=[CH:28][CH:27]=[CH:26][CH:25]=1, predict the reactants needed to synthesize it. The reactants are: C([NH:4][C:5]1[N:9]([CH2:10][C:11]([O:13]CC)=[O:12])[N:8]=[C:7]([C:16]2[CH:17]=[N:18][CH:19]=[CH:20][CH:21]=2)[C:6]=1[C:22]#[C:23][C:24]1[CH:29]=[CH:28][CH:27]=[CH:26][CH:25]=1)(=O)C.[OH-].[Na+]. (5) Given the product [CH2:1]([CH:8]1[CH2:17][C:16]2[C:11](=[C:12]([F:18])[CH:13]=[CH:14][CH:15]=2)[CH2:10][N:9]1[S:19]([CH2:22][CH2:23][C:24]([O:26][CH3:27])=[O:25])(=[O:21])=[O:20])[C:2]1[CH:3]=[CH:4][CH:5]=[CH:6][CH:7]=1, predict the reactants needed to synthesize it. The reactants are: [CH2:1]([C:8]1[N:9]([S:19]([CH2:22][CH2:23][C:24]([O:26][CH3:27])=[O:25])(=[O:21])=[O:20])[CH2:10][C:11]2[C:16]([CH:17]=1)=[CH:15][CH:14]=[CH:13][C:12]=2[F:18])[C:2]1[CH:7]=[CH:6][CH:5]=[CH:4][CH:3]=1.C(OCC)C. (6) Given the product [Na+:53].[F:21][C:18]1[CH:19]=[CH:20][C:15]([C:14]2[C:13]([C:22]3[CH:23]=[CH:24][CH:25]=[CH:26][CH:27]=3)=[C:12]([C:28](=[O:41])[NH:29][CH2:30][C:31]3[CH:36]=[CH:35][C:49]([C:48]([O:51][CH3:54])=[O:50])=[CH:33][CH:32]=3)[N:11]([CH:42]([CH3:43])[CH3:44])[C:10]=2[CH2:9][CH2:8][C@@H:7]([OH:45])[CH2:6][C@@H:5]([OH:46])[CH2:4][C:3]([O-:47])=[O:2])=[CH:16][CH:17]=1, predict the reactants needed to synthesize it. The reactants are: C[O:2][C:3](=[O:47])[CH2:4][C@H:5]([OH:46])[CH2:6][C@H:7]([OH:45])[CH2:8][CH2:9][C:10]1[N:11]([CH:42]([CH3:44])[CH3:43])[C:12]([C:28](=[O:41])[NH:29][CH2:30][C:31]2[CH:36]=[CH:35]C=[C:33](C(OC)=O)[CH:32]=2)=[C:13]([C:22]2[CH:27]=[CH:26][CH:25]=[CH:24][CH:23]=2)[C:14]=1[C:15]1[CH:20]=[CH:19][C:18]([F:21])=[CH:17][CH:16]=1.[CH2:48]([OH:50])[CH3:49].[OH2:51].[OH-].[Na+:53].[CH3:54]O. (7) Given the product [CH2:1]([O:3][C:4]([CH:6]1[C:15]2[C:10](=[CH:11][C:12]([C:17]#[C:18][C:19]3[CH:24]=[CH:23][C:22]([CH2:25][C:26]([OH:28])=[O:27])=[CH:21][CH:20]=3)=[C:13]([CH3:16])[CH:14]=2)[C:9]([CH3:33])([CH3:34])[CH2:8][CH2:7]1)=[O:5])[CH3:2], predict the reactants needed to synthesize it. The reactants are: [CH2:1]([O:3][C:4]([CH:6]1[C:15]2[C:10](=[CH:11][C:12]([C:17]#[C:18][C:19]3[CH:24]=[CH:23][C:22]([CH2:25][C:26]([O:28]C(C)(C)C)=[O:27])=[CH:21][CH:20]=3)=[C:13]([CH3:16])[CH:14]=2)[C:9]([CH3:34])([CH3:33])[CH2:8][CH2:7]1)=[O:5])[CH3:2].C(O)=O.O. (8) Given the product [Cl:49][C:50]1[CH:65]=[CH:64][C:53]2[NH:54][C:55]([C:57]3([NH:63][C:5](=[O:7])[C:4]4[CH:8]=[CH:9][C:10]([C:11]([N:13]5[CH2:17][CH2:16][CH2:15][CH2:14]5)=[O:12])=[C:2]([CH3:1])[CH:3]=4)[CH2:62][CH2:61][CH2:60][CH2:59][CH2:58]3)=[N:56][C:52]=2[CH:51]=1, predict the reactants needed to synthesize it. The reactants are: [CH3:1][C:2]1[CH:3]=[C:4]([CH:8]=[CH:9][C:10]=1[C:11]([N:13]1[CH2:17][CH2:16][CH2:15][CH2:14]1)=[O:12])[C:5]([OH:7])=O.CN(C(ON1N=NC2C=CC=CC1=2)=[N+](C)C)C.[B-](F)(F)(F)F.C(N(C(C)C)CC)(C)C.[Cl:49][C:50]1[CH:65]=[CH:64][C:53]2[NH:54][C:55]([C:57]3([NH2:63])[CH2:62][CH2:61][CH2:60][CH2:59][CH2:58]3)=[N:56][C:52]=2[CH:51]=1.ClCl.